This data is from Forward reaction prediction with 1.9M reactions from USPTO patents (1976-2016). The task is: Predict the product of the given reaction. (1) Given the reactants [H-].[Al+3].[Li+].[H-].[H-].[H-].[CH3:7][O:8][C:9]1[CH:18]=[C:17]2[C:12]([CH2:13][CH2:14][CH:15]([C:19](OCC)=O)[CH2:16]2)=[CH:11][CH:10]=1.[O:24]1CCC[CH2:25]1, predict the reaction product. The product is: [CH3:7][O:8][C:9]1[CH:18]=[C:17]2[C:12]([CH2:13][CH2:14][CH:15]([CH2:19][CH2:25][OH:24])[CH2:16]2)=[CH:11][CH:10]=1. (2) Given the reactants COP(OC)OC.II.[I:10][C:11]1[CH:16]=[CH:15][C:14]([C@H:17]([N:19]2[C:23]([C:24]([OH:26])=O)=[CH:22][N:21]=[CH:20]2)[CH3:18])=[CH:13][CH:12]=1.C([N:29]([CH2:32][CH3:33])[CH2:30]C)C.[NH:34]1CCC1, predict the reaction product. The product is: [N:29]1([NH:34][C:24]([C:23]2[N:19]([C@@H:17]([C:14]3[CH:13]=[CH:12][C:11]([I:10])=[CH:16][CH:15]=3)[CH3:18])[CH:20]=[N:21][CH:22]=2)=[O:26])[CH2:30][CH2:33][CH2:32]1.